Dataset: Full USPTO retrosynthesis dataset with 1.9M reactions from patents (1976-2016). Task: Predict the reactants needed to synthesize the given product. (1) Given the product [CH3:35][C:34]([C:38]1[CH:43]=[CH:42][C:41]([C:2]2[CH:7]=[CH:6][CH:5]=[CH:4][C:3]=2[C:8]2[N:9]([CH2:23][C:24]3[CH:29]=[CH:28][C:27]([C:30]([CH3:33])([CH3:32])[CH3:31])=[CH:26][CH:25]=3)[C:10](=[O:22])[C:11]([C:15]([NH:17][CH2:18][C:19]([OH:21])=[O:20])=[O:16])=[C:12]([OH:14])[N:13]=2)=[CH:40][CH:39]=1)([CH3:37])[CH3:36], predict the reactants needed to synthesize it. The reactants are: Br[C:2]1[CH:7]=[CH:6][CH:5]=[CH:4][C:3]=1[C:8]1[N:9]([CH2:23][C:24]2[CH:29]=[CH:28][C:27]([C:30]([CH3:33])([CH3:32])[CH3:31])=[CH:26][CH:25]=2)[C:10](=[O:22])[C:11]([C:15]([NH:17][CH2:18][C:19]([OH:21])=[O:20])=[O:16])=[C:12]([OH:14])[N:13]=1.[C:34]([C:38]1[CH:43]=[CH:42][C:41](B(O)O)=[CH:40][CH:39]=1)([CH3:37])([CH3:36])[CH3:35].C(=O)([O-])[O-].[Na+].[Na+].Cl. (2) The reactants are: Cl[C:2]1[C:11]2[C:6](=[CH:7][CH:8]=[CH:9][CH:10]=2)[N:5]=[CH:4][CH:3]=1.[C:12]([O:16][C:17](=[O:28])[NH:18][C@H:19]1[CH2:24][CH2:23][C@H:22]([C:25](=[O:27])[NH2:26])[CH2:21][CH2:20]1)([CH3:15])([CH3:14])[CH3:13]. Given the product [C:12]([O:16][C:17](=[O:28])[NH:18][C@H:19]1[CH2:24][CH2:23][C@H:22]([C:25](=[O:27])[NH:26][C:2]2[C:11]3[C:6](=[CH:7][CH:8]=[CH:9][CH:10]=3)[N:5]=[CH:4][CH:3]=2)[CH2:21][CH2:20]1)([CH3:15])([CH3:13])[CH3:14], predict the reactants needed to synthesize it. (3) Given the product [CH2:15]([N:9]1[NH:8][CH:7]([CH3:14])[C:6]2[CH:5]=[CH:4][CH:3]=[C:2]([Cl:1])[C:11]=2[S:10]1(=[O:13])=[O:12])[CH3:16], predict the reactants needed to synthesize it. The reactants are: [Cl:1][C:2]1[C:11]2[S:10](=[O:13])(=[O:12])[NH:9][NH:8][CH:7]([CH3:14])[C:6]=2[CH:5]=[CH:4][CH:3]=1.[CH2:15](I)[CH3:16]. (4) Given the product [Br:1][C:2]1[CH:10]=[C:9]2[C:5]([CH2:6][C:7]3([CH2:30][CH2:29][CH:28]([O:31][CH3:32])[CH2:27][CH2:26]3)[C:8]2([NH:16][S:17]([CH2:20][CH2:21][Si:22]([CH3:25])([CH3:24])[CH3:23])(=[O:18])=[O:19])[C:11]([O:13][CH2:14][CH3:15])=[O:34])=[CH:4][CH:3]=1, predict the reactants needed to synthesize it. The reactants are: [Br:1][C:2]1[CH:10]=[C:9]2[C:5]([CH2:6][C:7]3([CH2:30][CH2:29][CH:28]([O:31][CH3:32])[CH2:27][CH2:26]3)[C:8]2([NH:16][S:17]([CH2:20][CH2:21][Si:22]([CH3:25])([CH3:24])[CH3:23])(=[O:19])=[O:18])[C:11]([O:13][CH2:14][CH3:15])=C)=[CH:4][CH:3]=1.C[O:34]C1C=CC(P2(SP(C3C=CC(OC)=CC=3)(=S)S2)=S)=CC=1. (5) Given the product [CH3:1][C:2]1([CH3:18])[O:7][CH2:6][CH:5]([NH:8][C:9]2[C:14]([NH:15][CH2:26][C:27]([O:29][CH2:30][CH3:31])=[O:28])=[CH:13][CH:12]=[C:11]([O:16][CH3:17])[N:10]=2)[CH2:4][O:3]1, predict the reactants needed to synthesize it. The reactants are: [CH3:1][C:2]1([CH3:18])[O:7][CH2:6][CH:5]([NH:8][C:9]2[C:14]([NH2:15])=[CH:13][CH:12]=[C:11]([O:16][CH3:17])[N:10]=2)[CH2:4][O:3]1.C(=O)([O-])[O-].[K+].[K+].Br[CH2:26][C:27]([O:29][CH2:30][CH3:31])=[O:28].C(Cl)Cl. (6) Given the product [Br:13][C:12]1[CH:11]=[CH:10][S:9][C:8]=1[C:3]1[S:4][CH:5]=[CH:6][C:2]=1[Br:1], predict the reactants needed to synthesize it. The reactants are: [Br:1][C:2]1[CH:6]=[C:5](Br)[S:4][C:3]=1[C:8]1[S:9][C:10](Br)=[CH:11][C:12]=1[Br:13].C(O)C.O.